The task is: Regression. Given a peptide amino acid sequence and an MHC pseudo amino acid sequence, predict their binding affinity value. This is MHC class II binding data.. This data is from Peptide-MHC class II binding affinity with 134,281 pairs from IEDB. (1) The peptide sequence is GLNITGVTCGPGHGI. The MHC is HLA-DPA10201-DPB10101 with pseudo-sequence HLA-DPA10201-DPB10101. The binding affinity (normalized) is 0.0209. (2) The MHC is DRB1_0701 with pseudo-sequence DRB1_0701. The binding affinity (normalized) is 0. The peptide sequence is VQAPVGAITTIEDPV. (3) The peptide sequence is AAGVAAWSLIALMIP. The MHC is DRB4_0101 with pseudo-sequence DRB4_0103. The binding affinity (normalized) is 0.385. (4) The peptide sequence is LCQVFADATPTGWGL. The MHC is HLA-DQA10501-DQB10201 with pseudo-sequence HLA-DQA10501-DQB10201. The binding affinity (normalized) is 0.381. (5) The peptide sequence is AVGLFIRLLGGESDA. The MHC is DRB3_0101 with pseudo-sequence DRB3_0101. The binding affinity (normalized) is 0.169. (6) The binding affinity (normalized) is 1.00. The peptide sequence is YDKFLANVSTVLTGS. The MHC is DRB3_0202 with pseudo-sequence DRB3_0202.